This data is from Reaction yield outcomes from USPTO patents with 853,638 reactions. The task is: Predict the reaction yield, written as a fraction of the theoretical maximum amount of product (1.0 means a 100% yield; for example, 0.34 means a 34% yield). (1) The reactants are [C:1]([O:4][C@@H:5]1[CH2:9][C:8](=[O:10])[N:7]([C@@H]2CCCC[C@H]2O)[C:6]1=[O:18])(=[O:3])[CH3:2].C(OC1C=C(CCN=C([O-])C(Cl)(Cl)Cl)C=CC=1OC)C1C=CC=CC=1. The catalyst is ClCCl. The product is [C:1]([O:4][C@@H:5]1[CH2:9][C:8](=[O:10])[NH:7][C:6]1=[O:18])(=[O:3])[CH3:2]. The yield is 0.860. (2) The reactants are [Cl:1][C:2]1[CH:7]=[CH:6][C:5]([C:8]([C:28]2[CH:29]=[C:30]3[C:35](=[CH:36][CH:37]=2)[N:34]([CH3:38])[C:33](=[O:39])[CH:32]=[C:31]3[C:40]2[CH:45]=[CH:44][CH:43]=[CH:42][CH:41]=2)([OH:27])[C:9]2[N:10]=[C:11]([Si](CC)(CC)CC)[N:12]([S:14]([N:17]([CH3:19])[CH3:18])(=[O:16])=[O:15])[CH:13]=2)=[CH:4][CH:3]=1.[NH4+].[OH-]. The catalyst is S(=O)(=O)(O)O.O. The product is [Cl:1][C:2]1[CH:7]=[CH:6][C:5]([C:8]([C:28]2[CH:29]=[C:30]3[C:35](=[CH:36][CH:37]=2)[N:34]([CH3:38])[C:33](=[O:39])[CH:32]=[C:31]3[C:40]2[CH:41]=[CH:42][CH:43]=[CH:44][CH:45]=2)([OH:27])[C:9]2[N:10]=[CH:11][N:12]([S:14]([N:17]([CH3:18])[CH3:19])(=[O:15])=[O:16])[CH:13]=2)=[CH:4][CH:3]=1. The yield is 0.110.